From a dataset of Reaction yield outcomes from USPTO patents with 853,638 reactions. Predict the reaction yield, written as a fraction of the theoretical maximum amount of product (1.0 means a 100% yield; for example, 0.34 means a 34% yield). (1) The reactants are [Cl:1][C:2]1[C:3]([C:8]([F:11])([F:10])[F:9])=[N:4][NH:5][C:6]=1[CH3:7].CO.[C:14]([O:18]CC)(=[O:17])[C:15]#[CH:16]. The catalyst is C(O)(=O)C. The product is [Cl:1][C:2]1[C:3]([C:8]([F:9])([F:11])[F:10])=[N:4][N:5](/[CH:16]=[CH:15]/[C:14]([OH:18])=[O:17])[C:6]=1[CH3:7]. The yield is 0.570. (2) The reactants are Br[C:2]1[CH:7]=[C:6]([CH:8]2[CH2:13][NH:12][S:11](=[O:15])(=[O:14])[NH:10][CH2:9]2)[CH:5]=[CH:4][C:3]=1[NH2:16].[C:17]1(B(O)O)[CH2:22][CH2:21][CH2:20][CH2:19][CH:18]=1. No catalyst specified. The product is [C:17]1([C:2]2[CH:7]=[C:6]([CH:8]3[CH2:13][NH:12][S:11](=[O:15])(=[O:14])[NH:10][CH2:9]3)[CH:5]=[CH:4][C:3]=2[NH2:16])[CH2:22][CH2:21][CH2:20][CH2:19][CH:18]=1. The yield is 0.650. (3) The reactants are [O:1]1[CH2:5][CH2:4][CH2:3][CH:2]1[CH2:6][CH2:7][CH2:8][OH:9].C(N(CC)CC)C.Cl[C:18]([O:20][C:21]1[CH:26]=[CH:25][C:24]([N+:27]([O-:29])=[O:28])=[CH:23][CH:22]=1)=[O:19]. The catalyst is ClCCl. The product is [C:18](=[O:19])([O:9][CH2:8][CH2:7][CH2:6][CH:2]1[CH2:3][CH2:4][CH2:5][O:1]1)[O:20][C:21]1[CH:22]=[CH:23][C:24]([N+:27]([O-:29])=[O:28])=[CH:25][CH:26]=1. The yield is 0.340. (4) The yield is 0.980. The product is [CH3:20][O:19][C:16]1[CH:15]=[CH:14][C:13]([C:10]2[CH:11]=[CH:12][C:7]([C:5]([OH:6])=[O:4])=[CH:8][CH:9]=2)=[CH:18][CH:17]=1. The reactants are [OH-].[Na+].C[O:4][C:5]([C:7]1[CH:12]=[CH:11][C:10]([C:13]2[CH:18]=[CH:17][C:16]([O:19][CH3:20])=[CH:15][CH:14]=2)=[CH:9][CH:8]=1)=[O:6].O.Cl. The catalyst is C1COCC1.